From a dataset of Forward reaction prediction with 1.9M reactions from USPTO patents (1976-2016). Predict the product of the given reaction. The product is: [CH3:1][CH:2]([CH3:43])[C@H:3]([NH:38][C:39](=[O:42])[O:40][CH3:41])[C:4]([N:5]1[CH2:9][CH2:8][CH2:7][C@H:6]1[C:10]1[NH:11][C:12]([C:15]2[CH:20]=[CH:19][C:18]([C:21]3[CH:22]=[CH:23][C:24]([C:27]4[NH:31][C:30]([C@@H:32]5[CH2:36][CH2:35][CH2:34][N:33]5[C:56](=[O:57])[C@H:55]([CH:54]([CH3:53])[CH3:66])[NH:59][C:60]5[CH:61]=[N:62][CH:63]=[CH:64][CH:65]=5)=[N:29][CH:28]=4)=[CH:25][CH:26]=3)=[CH:17][CH:16]=2)=[CH:13][N:14]=1)=[O:37]. Given the reactants [CH3:1][CH:2]([CH3:43])[C@H:3]([NH:38][C:39](=[O:42])[O:40][CH3:41])[C:4](=[O:37])[N:5]1[CH2:9][CH2:8][CH2:7][C@H:6]1[C:10]1[NH:11][C:12]([C:15]2[CH:20]=[CH:19][C:18]([C:21]3[CH:26]=[CH:25][C:24]([C:27]4[NH:31][C:30]([C@@H:32]5[CH2:36][CH2:35][CH2:34][NH:33]5)=[N:29][CH:28]=4)=[CH:23][CH:22]=3)=[CH:17][CH:16]=2)=[CH:13][N:14]=1.CCN(C(C)C)C(C)C.[CH3:53][CH:54]([CH3:66])[C@H:55]([NH:59][C:60]1[CH:61]=[N:62][CH:63]=[CH:64][CH:65]=1)[C:56](O)=[O:57].CN(C(ON1N=NC2C=CC=NC1=2)=[N+](C)C)C.F[P-](F)(F)(F)(F)F, predict the reaction product.